This data is from Retrosynthesis with 50K atom-mapped reactions and 10 reaction types from USPTO. The task is: Predict the reactants needed to synthesize the given product. (1) Given the product CC(C)(C)[Si](C)(C)O[C@@H](CNCCc1ccc(NC[C@@H](O)c2ccccc2)cc1)c1ccc(OCc2ccccc2)c2[nH]c(=O)ccc12, predict the reactants needed to synthesize it. The reactants are: CC(C)(C)[Si](C)(C)O[C@@H](CBr)c1ccc(OCc2ccccc2)c2[nH]c(=O)ccc12.NCCc1ccc(NC[C@@H](O)c2ccccc2)cc1. (2) The reactants are: COC(=O)CC(=O)O.Cc1cccc(OCCCC(=O)N2CCCc3c(-c4cccc(COC(=O)N5CCNCC5)c4)cccc32)c1C. Given the product Cc1cccc(OCCCC(=O)N2CCCc3c(-c4cccc(COC(=O)N5CCN(C(=O)CC(=O)O)CC5)c4)cccc32)c1C, predict the reactants needed to synthesize it. (3) Given the product CC1=C(C(=O)OCCC#N)C(c2cccc(Cl)c2)C(C(=O)OCC=Cc2ccccc2)=C(C=O)N1, predict the reactants needed to synthesize it. The reactants are: COC(OC)C1=C(C(=O)OCC=Cc2ccccc2)C(c2cccc(Cl)c2)C(C(=O)OCCC#N)=C(C)N1. (4) Given the product O=C(O)C1=C(c2ccc(F)cc2)CN(Cc2ccccc2)CC1, predict the reactants needed to synthesize it. The reactants are: CCOC(=O)C1=C(c2ccc(F)cc2)CN(Cc2ccccc2)CC1. (5) Given the product CS(=O)(=O)N1CCN(Cc2c(O)ccc3c2OCC3=O)CC1, predict the reactants needed to synthesize it. The reactants are: C=O.CS(=O)(=O)N1CCNCC1.O=C1COc2cc(O)ccc21.